From a dataset of Retrosynthesis with 50K atom-mapped reactions and 10 reaction types from USPTO. Predict the reactants needed to synthesize the given product. (1) Given the product Nc1cccc(CN2C(=O)[C@H]3CCC[C@H]3Nc3ccccc32)c1, predict the reactants needed to synthesize it. The reactants are: O=C1[C@H]2CCC[C@H]2Nc2ccccc2N1Cc1cccc([N+](=O)[O-])c1. (2) Given the product CCCc1nc(C)n(-c2ccc(OCC)c(F)c2)c(=O)c1Cc1ccc(-c2ccccc2C#N)cc1, predict the reactants needed to synthesize it. The reactants are: CCCc1nc(C)n(-c2ccc(O)c(F)c2)c(=O)c1Cc1ccc(-c2ccccc2C#N)cc1.CCI. (3) Given the product Cc1cccc(Oc2ccc(C(=O)O)cc2O)c1, predict the reactants needed to synthesize it. The reactants are: COc1cc(C(=O)O)ccc1Oc1cccc(C)c1. (4) Given the product O=C(NCC(=O)N1CCN(C(=O)c2cc(F)ccc2Cl)CC1)c1cn(-c2ccccn2)nn1, predict the reactants needed to synthesize it. The reactants are: NCC(=O)N1CCN(C(=O)c2cc(F)ccc2Cl)CC1.O=C(O)c1cn(-c2ccccn2)nn1. (5) Given the product O=Cc1cc(F)c(N2CCOCC2)c(F)c1, predict the reactants needed to synthesize it. The reactants are: C1COCCN1.O=Cc1cc(F)c(F)c(F)c1. (6) Given the product CC1C2=C(C=CC2(C)C)CCN1C(=O)c1cc2ncc(Br)cn2n1, predict the reactants needed to synthesize it. The reactants are: CC1NCCC2=C1C(C)(C)C=C2.O=C(O)c1cc2ncc(Br)cn2n1. (7) Given the product Cn1nccc1-c1cc(-c2ccccc2)ccc1Oc1ccc(S(=O)(=O)Nc2ncc(F)s2)cc1C#N, predict the reactants needed to synthesize it. The reactants are: Cn1nccc1-c1cc(-c2ccccc2)ccc1O.N#Cc1cc(S(=O)(=O)Nc2ncc(F)s2)ccc1F.